From a dataset of Full USPTO retrosynthesis dataset with 1.9M reactions from patents (1976-2016). Predict the reactants needed to synthesize the given product. (1) Given the product [N:30]1[CH:29]=[CH:28][C:27]([C:24]2[N:25]=[CH:26][N:22]([C:2]3[N:7]=[C:6]([C:8]([F:11])([F:10])[F:9])[CH:5]=[C:4]([C:12]4[CH:17]=[CH:16][C:15]([C:18]([F:21])([F:20])[F:19])=[CH:14][CH:13]=4)[N:3]=3)[N:23]=2)=[CH:32][CH:31]=1, predict the reactants needed to synthesize it. The reactants are: Cl[C:2]1[N:7]=[C:6]([C:8]([F:11])([F:10])[F:9])[CH:5]=[C:4]([C:12]2[CH:17]=[CH:16][C:15]([C:18]([F:21])([F:20])[F:19])=[CH:14][CH:13]=2)[N:3]=1.[NH:22]1[CH:26]=[N:25][C:24]([C:27]2[CH:32]=[CH:31][N:30]=[CH:29][CH:28]=2)=[N:23]1. (2) Given the product [F:76][C:70]1[C:71]([F:75])=[CH:72][CH:73]=[CH:74][C:69]=1[CH2:68][S:67][C:52]1[N:51]=[C:50]([NH:8][S:5]([N:1]2[CH2:4][CH2:3][CH2:2]2)(=[O:7])=[O:6])[CH:55]=[C:54]([O:56][C:57]([C@@H:60]2[CH2:64][O:63][C:62]([CH3:66])([CH3:65])[O:61]2)([CH3:59])[CH3:58])[N:53]=1, predict the reactants needed to synthesize it. The reactants are: [N:1]1([S:5]([NH2:8])(=[O:7])=[O:6])[CH2:4][CH2:3][CH2:2]1.C1(P(C2CCCCC2)C2C=CC=CC=2C2C(C(C)C)=CC(C(C)C)=CC=2C(C)C)CCCCC1.C(=O)([O-])[O-].[Cs+].[Cs+].Cl[C:50]1[CH:55]=[C:54]([O:56][C:57]([C@@H:60]2[CH2:64][O:63][C:62]([CH3:66])([CH3:65])[O:61]2)([CH3:59])[CH3:58])[N:53]=[C:52]([S:67][CH2:68][C:69]2[CH:74]=[CH:73][CH:72]=[C:71]([F:75])[C:70]=2[F:76])[N:51]=1. (3) Given the product [F:1][C:2]([F:7])([F:6])[C:3]([OH:5])=[O:4].[OH:28][C@@H:27]1[C@H:26]([OH:29])[C@@H:25]([CH2:30][OH:31])[O:24][C@H:23]1[N:20]1[CH:19]=[N:18][C:17]2[C:21]1=[N:22][C:14]([N:11]1[CH2:12][CH2:13][C@@H:9]([NH:8][C:61]([NH:60][CH:57]3[CH2:56][CH2:55][N:54]([C:68]4[CH:73]=[CH:72][CH:71]=[CH:70][N:69]=4)[CH2:59][CH2:58]3)=[O:62])[CH2:10]1)=[N:15][C:16]=2[NH:32][CH2:33][CH:34]([C:41]1[CH:46]=[CH:45][CH:44]=[CH:43][CH:42]=1)[C:35]1[CH:36]=[CH:37][CH:38]=[CH:39][CH:40]=1, predict the reactants needed to synthesize it. The reactants are: [F:1][C:2]([F:7])([F:6])[C:3]([OH:5])=[O:4].[NH2:8][C@@H:9]1[CH2:13][CH2:12][N:11]([C:14]2[N:22]=[C:21]3[C:17]([N:18]=[CH:19][N:20]3[C@H:23]3[C@H:27]([OH:28])[C@H:26]([OH:29])[C@@H:25]([CH2:30][OH:31])[O:24]3)=[C:16]([NH:32][CH2:33][CH:34]([C:41]3[CH:46]=[CH:45][CH:44]=[CH:43][CH:42]=3)[C:35]3[CH:40]=[CH:39][CH:38]=[CH:37][CH:36]=3)[N:15]=2)[CH2:10]1.C(N(CC)CC)C.[N:54]1([C:68]2[CH:73]=[CH:72][CH:71]=[CH:70][N:69]=2)[CH2:59][CH2:58][CH:57]([NH:60][C:61](N2C=CN=C2)=[O:62])[CH2:56][CH2:55]1. (4) Given the product [CH3:11][S:8]([C:5]1[CH:6]=[CH:7][C:2]([NH:36][CH2:30][CH:31]2[CH2:32][CH2:33][CH2:34][O:35]2)=[C:3]([C:12]([N:14]2[CH2:19][CH2:18][N:17]([C:20]3[CH:25]=[CH:24][C:23]([C:26]([F:29])([F:28])[F:27])=[CH:22][CH:21]=3)[CH2:16][CH2:15]2)=[O:13])[CH:4]=1)(=[O:10])=[O:9], predict the reactants needed to synthesize it. The reactants are: I[C:2]1[CH:7]=[CH:6][C:5]([S:8]([CH3:11])(=[O:10])=[O:9])=[CH:4][C:3]=1[C:12]([N:14]1[CH2:19][CH2:18][N:17]([C:20]2[CH:25]=[CH:24][C:23]([C:26]([F:29])([F:28])[F:27])=[CH:22][CH:21]=2)[CH2:16][CH2:15]1)=[O:13].[CH2:30]([NH2:36])[CH:31]1[O:35][CH2:34][CH2:33][CH2:32]1. (5) Given the product [C:1]([O:5][CH2:13][C:14]1[CH:19]=[CH:18][CH:17]=[CH:16][CH:15]=1)(=[O:4])[CH2:2][OH:3], predict the reactants needed to synthesize it. The reactants are: [C:1]([OH:5])(=[O:4])[CH2:2][OH:3].C(N(CC)CC)C.[CH2:13](Br)[C:14]1[CH:19]=[CH:18][CH:17]=[CH:16][CH:15]=1.C(OCC)(=O)C. (6) Given the product [CH2:1]([O:8][C:9]1[CH:10]=[CH:11][C:12]([CH2:15][NH2:16])=[N:13][CH:14]=1)[C:2]1[CH:3]=[CH:4][CH:5]=[CH:6][CH:7]=1, predict the reactants needed to synthesize it. The reactants are: [CH2:1]([O:8][C:9]1[CH:10]=[CH:11][C:12]([CH2:15][N:16]2C(=O)C3C(=CC=CC=3)C2=O)=[N:13][CH:14]=1)[C:2]1[CH:7]=[CH:6][CH:5]=[CH:4][CH:3]=1.O.NN. (7) Given the product [OH:20][CH2:19][CH2:18][C:4]1[CH:5]=[C:6]2[C:10](=[CH:11][CH:12]=1)[NH:9][CH:8]=[CH:7]2, predict the reactants needed to synthesize it. The reactants are: [H-].[Na+].Br[C:4]1[CH:5]=[C:6]2[C:10](=[CH:11][CH:12]=1)[NH:9][CH:8]=[CH:7]2.C([Li])CCC.[CH2:18]1[O:20][CH2:19]1.